From a dataset of Forward reaction prediction with 1.9M reactions from USPTO patents (1976-2016). Predict the product of the given reaction. (1) Given the reactants [Si:1]([O:8][C:9]1[CH:31]=[CH:30][C:12]([NH:13][C:14]2[CH:19]=[CH:18][C:17]([O:20][CH2:21][CH2:22][O:23][CH:24]3[CH2:29][CH2:28][CH2:27][CH2:26][O:25]3)=[CH:16][CH:15]=2)=[C:11]([N+:32]([O-])=O)[CH:10]=1)([C:4]([CH3:7])([CH3:6])[CH3:5])([CH3:3])[CH3:2].[H][H], predict the reaction product. The product is: [Si:1]([O:8][C:9]1[CH:10]=[C:11]([NH2:32])[C:12]([NH:13][C:14]2[CH:19]=[CH:18][C:17]([O:20][CH2:21][CH2:22][O:23][CH:24]3[CH2:29][CH2:28][CH2:27][CH2:26][O:25]3)=[CH:16][CH:15]=2)=[CH:30][CH:31]=1)([C:4]([CH3:7])([CH3:6])[CH3:5])([CH3:3])[CH3:2]. (2) Given the reactants C(OC(=O)[NH:7][CH:8]1[CH:13]2[CH:9]1[CH2:10][N:11]([C:14]1[N:38]=[CH:37][C:17]3[N:18]=[CH:19][N:20]=[C:21]([NH:22][C:23]4[CH:28]=[CH:27][C:26]([O:29][C:30]5[CH:31]=[N:32][CH:33]=[CH:34][CH:35]=5)=[C:25]([CH3:36])[CH:24]=4)[C:16]=3[CH:15]=1)[CH2:12]2)(C)(C)C.FC(F)(F)C(O)=O, predict the reaction product. The product is: [NH2:7][CH:8]1[CH:9]2[CH:13]1[CH2:12][N:11]([C:14]1[N:38]=[CH:37][C:17]3[N:18]=[CH:19][N:20]=[C:21]([NH:22][C:23]4[CH:28]=[CH:27][C:26]([O:29][C:30]5[CH:31]=[N:32][CH:33]=[CH:34][CH:35]=5)=[C:25]([CH3:36])[CH:24]=4)[C:16]=3[CH:15]=1)[CH2:10]2. (3) Given the reactants Cl.[CH2:2]([NH2:4])[CH3:3].C([Li])CCC.[CH3:10][N:11]1[C@H:15]([CH2:16][O:17][C:18]([C:31]2[CH:36]=[CH:35][CH:34]=[CH:33][CH:32]=2)([C:25]2[CH:30]=[CH:29][CH:28]=[CH:27][CH:26]=2)[C:19]2[CH:24]=[CH:23][CH:22]=[CH:21][CH:20]=2)[CH2:14][CH2:13][C:12]1=[O:37].[Cl-].[NH4+].OS([O-])(=O)=O.[K+], predict the reaction product. The product is: [CH2:2]([NH:4][C:12](=[O:37])[CH2:13][CH2:14][C@H:15]([NH:11][CH3:10])[CH2:16][O:17][C:18]([C:31]1[CH:36]=[CH:35][CH:34]=[CH:33][CH:32]=1)([C:19]1[CH:20]=[CH:21][CH:22]=[CH:23][CH:24]=1)[C:25]1[CH:30]=[CH:29][CH:28]=[CH:27][CH:26]=1)[CH3:3]. (4) Given the reactants CC([O-])(C)C.[K+].[C:7]1([S:13]([CH2:16][CH2:17][SH:18])(=[O:15])=[O:14])[CH:12]=[CH:11][CH:10]=[CH:9][CH:8]=1.Cl[C:20]1[C:25]([N+:26]([O-:28])=[O:27])=[CH:24][CH:23]=[CH:22][N:21]=1.CCCCCC, predict the reaction product. The product is: [C:7]1([S:13]([CH2:16][CH2:17][S:18][C:20]2[C:25]([N+:26]([O-:28])=[O:27])=[CH:24][CH:23]=[CH:22][N:21]=2)(=[O:15])=[O:14])[CH:8]=[CH:9][CH:10]=[CH:11][CH:12]=1. (5) Given the reactants C[Si](C)(C)[O-].[K+].[F:7][CH2:8][O:9][C:10]1[N:11]=[CH:12][C:13]([C:16]([O:18]C)=[O:17])=[N:14][CH:15]=1.O.C(OCC)(=O)C, predict the reaction product. The product is: [F:7][CH2:8][O:9][C:10]1[N:11]=[CH:12][C:13]([C:16]([OH:18])=[O:17])=[N:14][CH:15]=1. (6) Given the reactants [F:1][C:2]1[CH:7]=[C:6]([C:8]([F:11])([F:10])[F:9])[CH:5]=[CH:4][C:3]=1[NH:12][C:13](=[O:32])[NH:14][C:15]1[CH:16]=[C:17]([CH:28]=[C:29]([F:31])[CH:30]=1)[CH2:18][NH:19][C:20]1[C:21]([C:25]([NH2:27])=[O:26])=[N:22][NH:23][CH:24]=1.[ClH:33], predict the reaction product. The product is: [ClH:33].[F:1][C:2]1[CH:7]=[C:6]([C:8]([F:10])([F:11])[F:9])[CH:5]=[CH:4][C:3]=1[NH:12][C:13](=[O:32])[NH:14][C:15]1[CH:16]=[C:17]([CH:28]=[C:29]([F:31])[CH:30]=1)[CH2:18][NH:19][C:20]1[C:21]([C:25]([NH2:27])=[O:26])=[N:22][NH:23][CH:24]=1. (7) The product is: [OH:31][C:27]1[C:28]([CH3:30])=[CH:29][C:24]([C:14]2([C:10]3[CH:11]=[C:12]([CH3:13])[C:7]([OH:6])=[C:8]([CH3:40])[CH:9]=3)[C:22]3[C:17](=[CH:18][CH:19]=[CH:20][CH:21]=3)[N:16]([C:44]3[CH:49]=[CH:48][C:47]([CH3:50])=[CH:46][CH:45]=3)[C:15]2=[O:23])=[CH:25][C:26]=1[CH3:39]. Given the reactants C([Si](C)(C)[O:6][C:7]1[C:12]([CH3:13])=[CH:11][C:10]([C:14]2([C:24]3[CH:29]=[C:28]([CH3:30])[C:27]([O:31][Si](C(C)(C)C)(C)C)=[C:26]([CH3:39])[CH:25]=3)[C:22]3[C:17](=[CH:18][CH:19]=[CH:20][CH:21]=3)[NH:16][C:15]2=[O:23])=[CH:9][C:8]=1[CH3:40])(C)(C)C.B(O)(O)[C:44]1[CH:45]=[CH:46][C:47]([CH3:50])=[CH:48][CH:49]=1.C(N(CC)CC)C.[F-].C([N+](CCCC)(CCCC)CCCC)CCC.Cl, predict the reaction product. (8) Given the reactants C[Si](Cl)(C)C.BrCCBr.I[CH:11]1[CH2:16][CH2:15][N:14]([C:17]([O:19][C:20]([CH3:23])([CH3:22])[CH3:21])=[O:18])[CH2:13][CH2:12]1.Br[C:25]1[CH:33]=[CH:32][CH:28]2[CH:29]=[CH:30][O:31][CH:27]2[CH:26]=1.Br[C:35]1[CH:40]2[CH:41]=[CH:42][O:43][CH:39]2[CH:38]=[CH:37][CH:36]=1, predict the reaction product. The product is: [O:31]1[C:27]2[CH:26]=[C:25]([CH:11]3[CH2:16][CH2:15][N:14]([C:17]([O:19][C:20]([CH3:23])([CH3:22])[CH3:21])=[O:18])[CH2:13][CH2:12]3)[CH:33]=[CH:32][C:28]=2[CH:29]=[CH:30]1.[O:43]1[C:39]2[CH:38]=[CH:37][CH:36]=[C:35]([CH:11]3[CH2:16][CH2:15][N:14]([C:17]([O:19][C:20]([CH3:23])([CH3:22])[CH3:21])=[O:18])[CH2:13][CH2:12]3)[C:40]=2[CH:41]=[CH:42]1. (9) Given the reactants [Cl:1][C:2]1[C:7]([O:8][CH3:9])=[CH:6][C:5]([O:10][CH3:11])=[CH:4][C:3]=1[C:12]1[C:23](=[O:24])[N:22]([CH2:25][CH2:26][N:27]2[CH2:32][CH2:31][CH:30]([NH:33]C(=O)OC(C)(C)C)[CH2:29][CH2:28]2)[C:15]2[N:16]=[C:17]([NH:20][CH3:21])[N:18]=[CH:19][C:14]=2[CH:13]=1.Cl, predict the reaction product. The product is: [NH2:33][CH:30]1[CH2:29][CH2:28][N:27]([CH2:26][CH2:25][N:22]2[C:15]3[N:16]=[C:17]([NH:20][CH3:21])[N:18]=[CH:19][C:14]=3[CH:13]=[C:12]([C:3]3[CH:4]=[C:5]([O:10][CH3:11])[CH:6]=[C:7]([O:8][CH3:9])[C:2]=3[Cl:1])[C:23]2=[O:24])[CH2:32][CH2:31]1.